Dataset: Peptide-MHC class II binding affinity with 134,281 pairs from IEDB. Task: Regression. Given a peptide amino acid sequence and an MHC pseudo amino acid sequence, predict their binding affinity value. This is MHC class II binding data. (1) The peptide sequence is ALSYYPTPLAKEDFL. The MHC is DRB1_0701 with pseudo-sequence DRB1_0701. The binding affinity (normalized) is 0.199. (2) The peptide sequence is IVPPADKYRTFVATF. The MHC is DRB1_0701 with pseudo-sequence DRB1_0701. The binding affinity (normalized) is 0.537. (3) The peptide sequence is HNQNNTDCLRKFSLI. The MHC is DRB1_0101 with pseudo-sequence DRB1_0101. The binding affinity (normalized) is 0. (4) The peptide sequence is YKFIPSLEAAVKQAY. The MHC is HLA-DQA10102-DQB10602 with pseudo-sequence HLA-DQA10102-DQB10602. The binding affinity (normalized) is 0.390. (5) The peptide sequence is KKPFALLLVLAGWLFHV. The MHC is DRB1_0901 with pseudo-sequence DRB1_0901. The binding affinity (normalized) is 0.359.